From a dataset of Reaction yield outcomes from USPTO patents with 853,638 reactions. Predict the reaction yield, written as a fraction of the theoretical maximum amount of product (1.0 means a 100% yield; for example, 0.34 means a 34% yield). (1) The reactants are [Cl:1][C:2]1[N:7]=[C:6](S(C)=O)[N:5]=[C:4]2[N:11]([C:16]3[C:21]([F:22])=[CH:20][CH:19]=[CH:18][C:17]=3[F:23])[C:12](=[O:15])[NH:13][CH2:14][C:3]=12.[CH3:24][N:25]([CH3:29])[CH2:26][CH2:27][NH2:28].C(N(CC)CC)C. The catalyst is C(Cl)Cl. The product is [Cl:1][C:2]1[N:7]=[C:6]([NH:28][CH2:27][CH2:26][N:25]([CH3:29])[CH3:24])[N:5]=[C:4]2[N:11]([C:16]3[C:21]([F:22])=[CH:20][CH:19]=[CH:18][C:17]=3[F:23])[C:12](=[O:15])[NH:13][CH2:14][C:3]=12. The yield is 0.850. (2) The reactants are [OH:1][C:2]1[CH:3]=[C:4]2[C:8](=[CH:9][CH:10]=1)[CH2:7][CH:6]([C:11]([O:13][CH3:14])=[O:12])[CH2:5]2.[C:15]1(B(O)O)[CH:20]=[CH:19][CH:18]=[CH:17][CH:16]=1.CCN(CC)CC. The catalyst is C(Cl)Cl.CCOC(C)=O.CC([O-])=O.CC([O-])=O.[Cu+2]. The product is [O:1]([C:2]1[CH:3]=[C:4]2[C:8](=[CH:9][CH:10]=1)[CH2:7][CH:6]([C:11]([O:13][CH3:14])=[O:12])[CH2:5]2)[C:15]1[CH:20]=[CH:19][CH:18]=[CH:17][CH:16]=1. The yield is 0.470.